Predict the reaction yield, written as a fraction of the theoretical maximum amount of product (1.0 means a 100% yield; for example, 0.34 means a 34% yield). From a dataset of Reaction yield outcomes from USPTO patents with 853,638 reactions. (1) The reactants are [NH2:1][C:2]1[N:3]=[CH:4][C:5]2[CH2:11][N:10](C(OC(C)(C)C)=O)[CH2:9][CH2:8][C:6]=2[N:7]=1.Cl.CCOC(C)=O. No catalyst specified. The product is [N:7]1[C:6]2[CH2:8][CH2:9][NH:10][CH2:11][C:5]=2[CH:4]=[N:3][C:2]=1[NH2:1]. The yield is 0.780. (2) No catalyst specified. The product is [OH:2][CH2:3][CH2:4][CH2:5][C:6]1[S:10][CH:9]=[C:8]([CH2:11][CH2:12][C:13]2[N:18]=[CH:17][C:16]([N:19]3[CH2:24][CH2:23][N:22]([C:25]([O:27][C:28]([CH3:31])([CH3:30])[CH3:29])=[O:26])[CH2:21][CH2:20]3)=[CH:15][CH:14]=2)[CH:7]=1. The reactants are C[O:2][C:3](=O)[CH2:4][CH2:5][C:6]1[S:10][CH:9]=[C:8]([CH2:11][CH2:12][C:13]2[N:18]=[CH:17][C:16]([N:19]3[CH2:24][CH2:23][N:22]([C:25]([O:27][C:28]([CH3:31])([CH3:30])[CH3:29])=[O:26])[CH2:21][CH2:20]3)=[CH:15][CH:14]=2)[CH:7]=1.[H-].C([Al+]CC(C)C)C(C)C. The yield is 0.801. (3) The product is [Cl:1][C:2]1[CH:11]=[C:10]2[C:5]([CH:6]=[CH:7][CH:8]=[C:9]2[OH:12])=[CH:4][C:3]=1[OH:14]. The catalyst is C(Cl)Cl. The reactants are [Cl:1][C:2]1[CH:11]=[C:10]2[C:5]([CH:6]=[CH:7][CH:8]=[C:9]2[O:12]C)=[CH:4][C:3]=1[O:14]C.B(Br)(Br)Br.[OH-].[Na+]. The yield is 0.880. (4) The reactants are [CH3:1][N:2]1[CH2:7][CH2:6][NH:5][CH2:4][CH2:3]1.CC(C)([O-])C.[Na+].C(P(C(C)(C)C)C(C)(C)C)(C)(C)C.Br[C:28]1[CH:33]=[CH:32][C:31]([C:34]2[NH:35][C:36](=[O:50])[C:37]3[C:42]([CH:43]4[CH2:48][CH2:47][CH2:46][CH2:45][CH2:44]4)=[N:41][N:40]([CH3:49])[C:38]=3[N:39]=2)=[C:30]([O:51][CH3:52])[CH:29]=1. The catalyst is O.C([O-])(=O)C.[Pd+2].C([O-])(=O)C.C1(C)C=CC=CC=1. The product is [CH:43]1([C:42]2[C:37]3[C:36](=[O:50])[NH:35][C:34]([C:31]4[CH:32]=[CH:33][C:28]([N:5]5[CH2:6][CH2:7][N:2]([CH3:1])[CH2:3][CH2:4]5)=[CH:29][C:30]=4[O:51][CH3:52])=[N:39][C:38]=3[N:40]([CH3:49])[N:41]=2)[CH2:48][CH2:47][CH2:46][CH2:45][CH2:44]1. The yield is 0.850. (5) The reactants are [CH3:1][O:2][C:3]1[C:4]([O:14][CH2:15][CH2:16][CH2:17][C:18]2[C:19]([CH:32]([CH3:34])[CH3:33])=[N:20][N:21]([C:23]3[CH:28]=[CH:27][C:26]([N+:29]([O-:31])=[O:30])=[CH:25][N:24]=3)[CH:22]=2)=[C:5]([CH2:9][C:10]([O:12]C)=[O:11])[CH:6]=[CH:7][CH:8]=1.[OH-].[Na+].O1CCCC1.Cl. The catalyst is CO. The product is [CH3:1][O:2][C:3]1[C:4]([O:14][CH2:15][CH2:16][CH2:17][C:18]2[C:19]([CH:32]([CH3:34])[CH3:33])=[N:20][N:21]([C:23]3[CH:28]=[CH:27][C:26]([N+:29]([O-:31])=[O:30])=[CH:25][N:24]=3)[CH:22]=2)=[C:5]([CH2:9][C:10]([OH:12])=[O:11])[CH:6]=[CH:7][CH:8]=1. The yield is 0.620. (6) The catalyst is O1CCCC1. The yield is 0.960. The product is [CH3:1][O:2][C:3]1[CH:4]=[C:5]([C:11]2[O:15][N:14]=[CH:13][C:12]=2[CH2:16][OH:17])[CH:6]=[CH:7][C:8]=1[O:9][CH3:10]. The reactants are [CH3:1][O:2][C:3]1[CH:4]=[C:5]([C:11]2[O:15][N:14]=[CH:13][C:12]=2[C:16](OCC)=[O:17])[CH:6]=[CH:7][C:8]=1[O:9][CH3:10].[H-].C([Al+]CC(C)C)C(C)C.Cl. (7) The catalyst is CN(C=O)C.C(OCC)(=O)C. The product is [NH2:4][C:3]1[CH:5]=[C:6]([N+:10]([O-:12])=[O:11])[C:7]([F:9])=[CH:8][C:2]=1[S:19][CH2:20][CH2:21][OH:22]. The yield is 0.840. The reactants are F[C:2]1[CH:8]=[C:7]([F:9])[C:6]([N+:10]([O-:12])=[O:11])=[CH:5][C:3]=1[NH2:4].C(=O)([O-])[O-].[K+].[K+].[SH:19][CH2:20][CH2:21][OH:22].